This data is from Catalyst prediction with 721,799 reactions and 888 catalyst types from USPTO. The task is: Predict which catalyst facilitates the given reaction. (1) Reactant: [CH:1]1([CH2:4][OH:5])[CH2:3][CH2:2]1.[H-].[Na+].Cl[C:9]1[N:10]=[C:11]([OH:25])[C:12]2[CH:18]=[CH:17][N:16]=[C:15]([C:19]3[N:20]=[CH:21][N:22]([CH3:24])[CH:23]=3)[C:13]=2[N:14]=1. Product: [CH:1]1([CH2:4][O:5][C:9]2[N:10]=[C:11]([OH:25])[C:12]3[CH:18]=[CH:17][N:16]=[C:15]([C:19]4[N:20]=[CH:21][N:22]([CH3:24])[CH:23]=4)[C:13]=3[N:14]=2)[CH2:3][CH2:2]1. The catalyst class is: 3. (2) Product: [OH:38][C@@H:33]1[CH2:34][CH2:35][CH2:36][CH2:37][C@@H:32]1[NH:31][C:21](=[O:23])[C:20]1[CH:24]=[CH:25][CH:26]=[N:27][C:19]=1[O:18][C:17]1[CH:28]=[CH:29][CH:30]=[C:15]([S:14][CH3:13])[CH:16]=1. The catalyst class is: 9. Reactant: Cl.CN(C)CCCN=C=NCC.[CH3:13][S:14][C:15]1[CH:16]=[C:17]([CH:28]=[CH:29][CH:30]=1)[O:18][C:19]1[N:27]=[CH:26][CH:25]=[CH:24][C:20]=1[C:21]([OH:23])=O.[NH2:31][C@H:32]1[CH2:37][CH2:36][CH2:35][CH2:34][C@H:33]1[OH:38].ON1C2C=CC=CC=2N=N1.C(N(CC)CC)C. (3) Reactant: [C:1]([CH:3]1[CH2:6][N:5]([C:7](=[O:31])[C@H:8]([NH:10][C:11]([C:13]2[C:21]3[C:16](=[N:17][CH:18]=[C:19](Br)[N:20]=3)[N:15]([CH2:23][O:24][CH2:25][CH2:26][Si:27]([CH3:30])([CH3:29])[CH3:28])[CH:14]=2)=[O:12])[CH3:9])[CH2:4]1)#[N:2].[CH3:32][C:33]1[CH:34]=[CH:35][C:36]2[N:37]([CH:39]=[N:40][C:41]=2[Sn](CCCC)(CCCC)CCCC)[CH:38]=1. Product: [C:1]([CH:3]1[CH2:6][N:5]([C:7](=[O:31])[C@H:8]([NH:10][C:11]([C:13]2[C:21]3[C:16](=[N:17][CH:18]=[C:19]([C:41]4[N:40]=[CH:39][N:37]5[CH:38]=[C:33]([CH3:32])[CH:34]=[CH:35][C:36]=45)[N:20]=3)[N:15]([CH2:23][O:24][CH2:25][CH2:26][Si:27]([CH3:30])([CH3:29])[CH3:28])[CH:14]=2)=[O:12])[CH3:9])[CH2:4]1)#[N:2]. The catalyst class is: 441.